Dataset: Reaction yield outcomes from USPTO patents with 853,638 reactions. Task: Predict the reaction yield, written as a fraction of the theoretical maximum amount of product (1.0 means a 100% yield; for example, 0.34 means a 34% yield). The reactants are Br[CH2:2][C:3]1[NH:8][C:7]([C:9]2[S:10][CH:11]=[CH:12][N:13]=2)=[N:6][CH:5]([C:14]2[CH:19]=[CH:18][C:17]([Cl:20])=[CH:16][C:15]=2[Cl:21])[C:4]=1[C:22]([O:24][CH3:25])=[O:23].Cl.[NH:27]1[CH2:32][CH2:31][O:30][CH2:29][CH:28]1[C:33]([OH:35])=[O:34]. No catalyst specified. The product is [Cl:21][C:15]1[CH:16]=[C:17]([Cl:20])[CH:18]=[CH:19][C:14]=1[CH:5]1[N:6]=[C:7]([C:9]2[S:10][CH:11]=[CH:12][N:13]=2)[NH:8][C:3]([CH2:2][N:27]2[CH2:32][CH2:31][O:30][CH2:29][CH:28]2[C:33]([OH:35])=[O:34])=[C:4]1[C:22]([O:24][CH3:25])=[O:23]. The yield is 0.450.